This data is from Reaction yield outcomes from USPTO patents with 853,638 reactions. The task is: Predict the reaction yield, written as a fraction of the theoretical maximum amount of product (1.0 means a 100% yield; for example, 0.34 means a 34% yield). (1) The reactants are [CH3:1][O:2][C:3]1[C:4](=[O:25])[C:5]([CH3:24])=[C:6]([CH2:12][C:13]2[CH:18]=[CH:17][CH:16]=[CH:15][C:14]=2[CH2:19][CH2:20][C:21]([OH:23])=O)[C:7](=[O:11])[C:8]=1[O:9][CH3:10].[NH:26]1[CH2:31][CH2:30][S:29][CH2:28][CH2:27]1. No catalyst specified. The product is [CH3:1][O:2][C:3]1[C:4](=[O:25])[C:5]([CH3:24])=[C:6]([CH2:12][C:13]2[CH:18]=[CH:17][CH:16]=[CH:15][C:14]=2[CH2:19][CH2:20][C:21]([N:26]2[CH2:31][CH2:30][S:29][CH2:28][CH2:27]2)=[O:23])[C:7](=[O:11])[C:8]=1[O:9][CH3:10]. The yield is 0.340. (2) The reactants are [CH2:1]([NH:11][CH2:12][CH2:13][C:14]([O:16][CH3:17])=[O:15])[CH2:2][CH2:3][CH2:4][CH2:5][CH2:6][CH2:7][CH2:8][CH2:9][CH3:10].CCN(CC)CC.[CH3:25][C:26]([O:29][C:30](O[C:30]([O:29][C:26]([CH3:28])([CH3:27])[CH3:25])=[O:31])=[O:31])([CH3:28])[CH3:27].O. The catalyst is C(Cl)Cl. The product is [C:26]([O:29][C:30]([N:11]([CH2:1][CH2:2][CH2:3][CH2:4][CH2:5][CH2:6][CH2:7][CH2:8][CH2:9][CH3:10])[CH2:12][CH2:13][C:14]([O:16][CH3:17])=[O:15])=[O:31])([CH3:28])([CH3:27])[CH3:25]. The yield is 0.730. (3) The reactants are [CH3:1][C:2]1[CH:7]=[CH:6][CH:5]=[C:4]([CH3:8])[C:3]=1[SH:9].C1C(=O)N(Cl)C(=O)C1.[C:18]1([Zn]Br)[CH:23]=[CH:22][CH:21]=[CH:20][CH:19]=1. No catalyst specified. The product is [CH3:1][C:2]1[CH:7]=[CH:6][CH:5]=[C:4]([CH3:8])[C:3]=1[S:9][C:18]1[CH:23]=[CH:22][CH:21]=[CH:20][CH:19]=1. The yield is 0.930. (4) The reactants are CS(Cl)(=O)=O.[N:6]1[C:15]2[C:10](=[CH:11][C:12]([CH2:16][N:17]3[C:21]4=[N:22][C:23]([C:26]5[CH:27]=[N:28][N:29]([CH2:31][CH2:32]O)[CH:30]=5)=[CH:24][CH:25]=[C:20]4[N:19]=[N:18]3)=[CH:13][CH:14]=2)[CH:9]=[CH:8][CH:7]=1.C(N(CC)CC)C.[F-:41].[Cs+]. The catalyst is ClCCl.O.C(O)(C)(C)C. The product is [F:41][CH2:32][CH2:31][N:29]1[CH:30]=[C:26]([C:23]2[N:22]=[C:21]3[N:17]([CH2:16][C:12]4[CH:11]=[C:10]5[C:15](=[CH:14][CH:13]=4)[N:6]=[CH:7][CH:8]=[CH:9]5)[N:18]=[N:19][C:20]3=[CH:25][CH:24]=2)[CH:27]=[N:28]1. The yield is 0.100.